This data is from Full USPTO retrosynthesis dataset with 1.9M reactions from patents (1976-2016). The task is: Predict the reactants needed to synthesize the given product. (1) Given the product [NH2:27][C:17]1[C:18]([NH:19][C@H:20]2[CH2:21][CH2:22][C@H:23]([OH:26])[CH2:24][CH2:25]2)=[C:13]2[CH:12]=[CH:11][N:10]([S:7]([C:1]3[CH:2]=[CH:3][CH:4]=[CH:5][CH:6]=3)(=[O:9])=[O:8])[C:14]2=[N:15][CH:16]=1, predict the reactants needed to synthesize it. The reactants are: [C:1]1([S:7]([N:10]2[C:14]3=[N:15][CH:16]=[C:17]([N+:27]([O-])=O)[C:18]([NH:19][C@H:20]4[CH2:25][CH2:24][C@H:23]([OH:26])[CH2:22][CH2:21]4)=[C:13]3[CH:12]=[CH:11]2)(=[O:9])=[O:8])[CH:6]=[CH:5][CH:4]=[CH:3][CH:2]=1.[Cl-].[NH4+]. (2) Given the product [CH2:29]([N:8]([CH2:6][CH3:7])[CH2:9][CH2:10][CH2:11][CH:12]([NH:14][C:15](=[O:28])[CH2:16][CH2:17][N:18]1[C:27]2[C:22](=[CH:23][C:24]([CH:34]=[O:35])=[CH:25][CH:26]=2)[CH2:21][CH2:20][CH2:19]1)[CH3:13])[CH3:30], predict the reactants needed to synthesize it. The reactants are: O=P(Cl)(Cl)Cl.[CH2:6]([N:8]([CH2:29][CH3:30])[CH2:9][CH2:10][CH2:11][CH:12]([NH:14][C:15](=[O:28])[CH2:16][CH2:17][N:18]1[C:27]2[C:22](=[CH:23][CH:24]=[CH:25][CH:26]=2)[CH2:21][CH2:20][CH2:19]1)[CH3:13])[CH3:7].CN([CH:34]=[O:35])C.